Dataset: Forward reaction prediction with 1.9M reactions from USPTO patents (1976-2016). Task: Predict the product of the given reaction. (1) The product is: [Br:9][CH2:10][CH2:11][CH2:12][N:4]1[CH2:5][C@H:6]([CH3:8])[O:7][C@H:2]([CH3:1])[CH2:3]1. Given the reactants [CH3:1][C@H:2]1[O:7][C@@H:6]([CH3:8])[CH2:5][NH:4][CH2:3]1.[Br:9][CH2:10][CH2:11][CH2:12]Cl, predict the reaction product. (2) Given the reactants [O:1]1[CH2:6][CH:5]=[C:4]([C:7]2[C:12]([NH2:13])=[CH:11][C:10]([C:14]3[CH2:15][CH2:16][O:17][CH2:18][CH:19]=3)=[CH:9][N:8]=2)[CH2:3][CH2:2]1.Cl[C:21]1[C:30]2[C:25](=[CH:26][C:27]([F:32])=[CH:28][C:29]=2[F:31])[N:24]=[C:23]([C:33]2[CH:38]=[CH:37][CH:36]=[CH:35][N:34]=2)[C:22]=1[CH3:39].C1(P(C2CCCCC2)C2(C(C)C)CC(C(C)C)=CC(C(C)C)=C2C2C=CC=CC=2)CCCCC1.CC(C1C=C(C(C)C)C(C2C=CC=CC=2P(C2CCCCC2)C2CCCCC2)=C(C(C)C)C=1)C.CC(C)([O-])C.[Na+], predict the reaction product. The product is: [O:1]1[CH2:2][CH:3]=[C:4]([C:7]2[C:12]([NH:13][C:21]3[C:30]4[C:25](=[CH:26][C:27]([F:32])=[CH:28][C:29]=4[F:31])[N:24]=[C:23]([C:33]4[CH:38]=[CH:37][CH:36]=[CH:35][N:34]=4)[C:22]=3[CH3:39])=[CH:11][C:10]([C:14]3[CH2:15][CH2:16][O:17][CH2:18][CH:19]=3)=[CH:9][N:8]=2)[CH2:5][CH2:6]1. (3) Given the reactants [C:1]1([C:7]2[CH:12]=[C:11]([CH:13]3[CH2:18][NH:17][S:16](=[O:20])(=[O:19])[NH:15][CH2:14]3)[CH:10]=[CH:9][C:8]=2[NH2:21])[CH2:6][CH2:5][CH2:4][CH2:3][CH:2]=1.[C:22]([C:24]1[N:25]=[C:26]([C:37](O)=[O:38])[N:27](COCC[Si](C)(C)C)[CH:28]=1)#[N:23].[K+].C(C1N=C(C([O-])=O)N(COCC[Si](C)(C)C)C=1)#N, predict the reaction product. The product is: [C:1]1([C:7]2[CH:12]=[C:11]([CH:13]3[CH2:14][NH:15][S:16](=[O:20])(=[O:19])[NH:17][CH2:18]3)[CH:10]=[CH:9][C:8]=2[NH:21][C:37]([C:26]2[NH:27][CH:28]=[C:24]([C:22]#[N:23])[N:25]=2)=[O:38])[CH2:6][CH2:5][CH2:4][CH2:3][CH:2]=1. (4) Given the reactants Cl[C:2]1[CH:7]=[C:6]([C:8]2[N:13]=[C:12]([CH3:14])[CH:11]=[C:10]([C:15]3[CH:20]=[CH:19][C:18]([C:21]([F:24])([F:23])[F:22])=[C:17]([CH3:25])[CH:16]=3)[N:9]=2)[CH:5]=[CH:4][N:3]=1.[NH2:26][C:27]1[CH:32]=[CH:31][C:30](B2OC(C)(C)C(C)(C)O2)=[CH:29][N:28]=1, predict the reaction product. The product is: [CH3:14][C:12]1[CH:11]=[C:10]([C:15]2[CH:20]=[CH:19][C:18]([C:21]([F:24])([F:23])[F:22])=[C:17]([CH3:25])[CH:16]=2)[N:9]=[C:8]([C:6]2[CH:5]=[CH:4][N:3]=[C:2]([C:30]3[CH:29]=[N:28][C:27]([NH2:26])=[CH:32][CH:31]=3)[CH:7]=2)[N:13]=1.